Dataset: Reaction yield outcomes from USPTO patents with 853,638 reactions. Task: Predict the reaction yield, written as a fraction of the theoretical maximum amount of product (1.0 means a 100% yield; for example, 0.34 means a 34% yield). (1) The reactants are [OH:1][C:2]1[CH:16]=[C:15]([O:17][CH3:18])[C:14]([O:19][CH3:20])=[CH:13][C:3]=1[C:4]([O:6]C1C=CC=CC=1)=O.[NH2:21][C:22]1[S:23][CH:24]=[C:25]([C:27]([O:29][CH3:30])=[O:28])[N:26]=1.CO. The catalyst is C1(C)C(C)=CC=CC=1. The product is [CH3:30][O:29][C:27]([C:25]1[N:26]=[C:22]([NH:21][C:4](=[O:6])[C:3]2[CH:13]=[C:14]([O:19][CH3:20])[C:15]([O:17][CH3:18])=[CH:16][C:2]=2[OH:1])[S:23][CH:24]=1)=[O:28]. The yield is 0.550. (2) The reactants are [Cl:1][C:2]1[CH:3]=[C:4]([CH:8]2[CH:12]3[CH2:13][CH2:14][CH2:15][CH2:16][CH:11]3[O:10][CH:9]2O)[CH:5]=[CH:6][CH:7]=1.[N:18]1(C(OC(C)(C)C)=O)[CH2:23][CH2:22][NH:21][CH2:20][CH2:19]1.C(O[BH-](OC(=O)C)OC(=O)C)(=O)C.[Na+]. The catalyst is ClC(Cl)C.C(Cl)Cl. The product is [ClH:1].[ClH:1].[Cl:1][C:2]1[CH:3]=[C:4]([CH:8]([CH:12]2[CH2:13][CH2:14][CH2:15][CH2:16][CH:11]2[OH:10])[CH2:9][N:18]2[CH2:23][CH2:22][NH:21][CH2:20][CH2:19]2)[CH:5]=[CH:6][CH:7]=1. The yield is 0.830. (3) The reactants are [NH2:1][C:2]1[C:11]2[C:6](=[C:7](Br)[CH:8]=[CH:9][CH:10]=2)[N:5]=[N:4][C:3]=1[C:13]([NH:15][CH2:16][CH2:17][CH3:18])=[O:14].[F:19][C:20]1[CH:25]=[CH:24][C:23]([C:26]([F:29])([F:28])[F:27])=[CH:22][C:21]=1B(O)O. No catalyst specified. The product is [NH2:1][C:2]1[C:11]2[C:6](=[C:7]([C:21]3[CH:22]=[C:23]([C:26]([F:28])([F:29])[F:27])[CH:24]=[CH:25][C:20]=3[F:19])[CH:8]=[CH:9][CH:10]=2)[N:5]=[N:4][C:3]=1[C:13]([NH:15][CH2:16][CH2:17][CH3:18])=[O:14]. The yield is 0.780. (4) The reactants are Cl[C:2]1[C:7]([N+:8]([O-:10])=[O:9])=[CH:6][CH:5]=[C:4]([O:11][CH3:12])[N:3]=1.[CH3:13][N:14]([CH3:18])[CH2:15][CH2:16][NH2:17]. The catalyst is C(O)C. The product is [CH3:12][O:11][C:4]1[N:3]=[C:2]([NH:17][CH2:16][CH2:15][N:14]([CH3:18])[CH3:13])[C:7]([N+:8]([O-:10])=[O:9])=[CH:6][CH:5]=1. The yield is 0.791. (5) The reactants are C1(P(C2C=CC=CC=2)C2C=CC=CC=2)C=CC=CC=1.[C:20]([N:28]1[C:33](=[O:34])[CH:32]=[CH:31][NH:30][C:29]1=[O:35])(=[O:27])[C:21]1[CH:26]=[CH:25][CH:24]=[CH:23][CH:22]=1.[C:36]([O:55][CH2:56]/[CH:57]=[CH:58]/[CH2:59]O)([C:49]1[CH:54]=[CH:53][CH:52]=[CH:51][CH:50]=1)([C:43]1[CH:48]=[CH:47][CH:46]=[CH:45][CH:44]=1)[C:37]1[CH:42]=[CH:41][CH:40]=[CH:39][CH:38]=1.CC(OC(/N=N/C(OC(C)C)=O)=O)C. The catalyst is C1COCC1.CCCCCC.CCOC(C)=O. The product is [C:20]([N:28]1[C:33](=[O:34])[CH:32]=[CH:31][N:30]([CH2:59]/[CH:58]=[CH:57]/[CH2:56][O:55][C:36]([C:49]2[CH:54]=[CH:53][CH:52]=[CH:51][CH:50]=2)([C:37]2[CH:38]=[CH:39][CH:40]=[CH:41][CH:42]=2)[C:43]2[CH:48]=[CH:47][CH:46]=[CH:45][CH:44]=2)[C:29]1=[O:35])(=[O:27])[C:21]1[CH:22]=[CH:23][CH:24]=[CH:25][CH:26]=1. The yield is 0.480.